Regression. Given two drug SMILES strings and cell line genomic features, predict the synergy score measuring deviation from expected non-interaction effect. From a dataset of NCI-60 drug combinations with 297,098 pairs across 59 cell lines. (1) Drug 1: C1C(C(OC1N2C=NC3=C(N=C(N=C32)Cl)N)CO)O. Drug 2: CC12CCC3C(C1CCC2OP(=O)(O)O)CCC4=C3C=CC(=C4)OC(=O)N(CCCl)CCCl.[Na+]. Cell line: HOP-62. Synergy scores: CSS=56.0, Synergy_ZIP=-1.42, Synergy_Bliss=-2.65, Synergy_Loewe=-24.8, Synergy_HSA=-1.27. (2) Drug 1: C1CCC(C1)C(CC#N)N2C=C(C=N2)C3=C4C=CNC4=NC=N3. Drug 2: C1=CC(=CC=C1C#N)C(C2=CC=C(C=C2)C#N)N3C=NC=N3. Cell line: A549. Synergy scores: CSS=6.45, Synergy_ZIP=-3.26, Synergy_Bliss=-0.630, Synergy_Loewe=-3.91, Synergy_HSA=-1.70.